From a dataset of Experimentally validated miRNA-target interactions with 360,000+ pairs, plus equal number of negative samples. Binary Classification. Given a miRNA mature sequence and a target amino acid sequence, predict their likelihood of interaction. (1) Result: 0 (no interaction). The protein sequence of the target gene is MASGRRAPRTGLLELRAGAGSGAGGERWQRVLLSLAEDVLTVSPADGDPGPEPGAPREQEPAQLNGAAEPGAGPPQLPEALLLQRRRVTVRKADAGGLGISIKGGRENKMPILISKIFKGLAADQTEALFVGDAILSVNGEDLSSATHDEAVQVLKKTGKEVVLEVKYMKDVSPYFKNSTGGTSVGWDSPPASPLQRQPSSPGPTPRNFSEAKHMSLKMAYVSKRCTPNDPEPRYLEICSADGQDTLFLRAKDEASARSWATAIQAQVNTLTPRVKDELQALLAATSTAGSQDIKQIGWL.... The miRNA is hsa-miR-135a-3p with sequence UAUAGGGAUUGGAGCCGUGGCG. (2) The miRNA is hsa-miR-4768-3p with sequence CCAGGAGAUCCAGAGAGAAU. The protein sequence of the target gene is MSGQRVDVKVVMLGKEYVGKTSLVERYVHDRFLVGPYQNTIGAAFVAKVMSVGDRTVTLGIWDTAGSERYEAMSRIYYRGAKAAIVCYDLTDSSSFERAKFWVKELRSLEEGCQIYLCGTKSDLLEEDRRRRRVDFHDVQDYADNIKAQLFETSSKTGQSVDELFQKVAEDYVSVAAFQVMTEDKGVDLGQKPNPYFYSCCHH. Result: 0 (no interaction). (3) The miRNA is mmu-miR-1971 with sequence GUAAAGGCUGGGCUGAGA. The protein sequence of the target gene is MPNYKLLYFNMRGRAEIIRYIFAYLDIKYEDHRIEQADWPKIKPTLPFGKIPVLEVEGLTIHQSLAIARYLTKNTDLAGKTALEQCQADAVVDTLDDFMSLFPWAEKDQDLKERMFNELLTHQAPRLLKDLDTYLGDKEWFIGNYVTWADFYWDICSTTLLVLKPGLLDIYPKLVSLRNKVQAIPAISAWILKRPQTKL. Result: 1 (interaction). (4) The miRNA is hsa-miR-4777-5p with sequence UUCUAGAUGAGAGAUAUAUAUA. The protein sequence of the target gene is MSYNCCSGNFSSRSCGDYLRYPASSRGFSYPSNLVYSTDLCSPSTCQLGSSLYRGCQEICWEPTSCQTSYVESSPCQTSCYRPRTSLLCSPCKTTYSGSLGFGSSSCRSLGYGSRSCYSVGCGSSGVRSLGYGSCGFPSLGYGSGFCRPTYLASRSCQSPCYRPAYGSTFCRSTC. Result: 0 (no interaction).